This data is from Full USPTO retrosynthesis dataset with 1.9M reactions from patents (1976-2016). The task is: Predict the reactants needed to synthesize the given product. (1) Given the product [NH2:2][C:3]1[C:8]2=[C:9]([C:19]3[CH:20]=[CH:21][C:22]4[C:26]([CH:27]=3)=[N:25][N:24]([CH2:28][C:29]3[CH:30]=[CH:31][CH:32]=[CH:33][CH:34]=3)[CH:23]=4)[CH:10]=[C:11]([C:12]([CH:14]3[CH2:18][CH2:17][N:16]([C:41](=[O:43])[CH3:42])[CH2:15]3)=[O:13])[N:7]2[N:6]=[CH:5][N:4]=1, predict the reactants needed to synthesize it. The reactants are: Cl.[NH2:2][C:3]1[C:8]2=[C:9]([C:19]3[CH:20]=[CH:21][C:22]4[C:26]([CH:27]=3)=[N:25][N:24]([CH2:28][C:29]3[CH:34]=[CH:33][CH:32]=[CH:31][CH:30]=3)[CH:23]=4)[CH:10]=[C:11]([C:12]([CH:14]3[CH2:18][CH2:17][NH:16][CH2:15]3)=[O:13])[N:7]2[N:6]=[CH:5][N:4]=1.C([O-])([O-])=O.[Na+].[Na+].[C:41](Cl)(=[O:43])[CH3:42]. (2) Given the product [NH2:14][C:7]1[C:6]([C:4]([OH:5])=[O:3])=[CH:11][N:10]=[C:9]([S:12][CH3:13])[N:8]=1, predict the reactants needed to synthesize it. The reactants are: C([O:3][C:4]([C:6]1[C:7]([NH2:14])=[N:8][C:9]([S:12][CH3:13])=[N:10][CH:11]=1)=[O:5])C.[OH-].[Li+]. (3) Given the product [Cl:29][C:10]1[CH:11]=[C:12]([C:16]([N:18]2[C:24]3[CH:25]=[CH:26][CH:27]=[CH:28][C:23]=3[O:22][CH2:21][CH2:20][CH2:19]2)=[O:17])[CH:13]=[C:14]([Cl:15])[C:9]=1[OH:8], predict the reactants needed to synthesize it. The reactants are: C([O:8][C:9]1[C:14]([Cl:15])=[CH:13][C:12]([C:16]([N:18]2[C:24]3[CH:25]=[CH:26][CH:27]=[CH:28][C:23]=3[O:22][CH2:21][CH2:20][CH2:19]2)=[O:17])=[CH:11][C:10]=1[Cl:29])C1C=CC=CC=1. (4) Given the product [Cl:1][C:2]1[CH:3]=[CH:4][C:5]([C:8]([F:18])([F:17])[CH2:9][N:10]2[CH2:11][CH2:12][CH:13]([NH:16][C:20]3[C:21]4[CH:28]=[CH:27][NH:26][C:22]=4[N:23]=[CH:24][N:25]=3)[CH2:14][CH2:15]2)=[CH:6][CH:7]=1, predict the reactants needed to synthesize it. The reactants are: [Cl:1][C:2]1[CH:7]=[CH:6][C:5]([C:8]([F:18])([F:17])[CH2:9][N:10]2[CH2:15][CH2:14][CH:13]([NH2:16])[CH2:12][CH2:11]2)=[CH:4][CH:3]=1.Cl[C:20]1[C:21]2[CH:28]=[CH:27][NH:26][C:22]=2[N:23]=[CH:24][N:25]=1.CCN(C(C)C)C(C)C. (5) Given the product [Cl:32][C:2]1[CH:26]=[CH:25][CH:24]=[C:23]([N:27]2[N:31]=[CH:30][CH:29]=[N:28]2)[C:3]=1[C:4]([NH:6][C@H:7]1[CH2:11][CH2:10][CH2:9][C@@H:8]1[NH:12][C:13]1[S:14][C:15]2[CH:21]=[C:20]([F:22])[CH:19]=[CH:18][C:16]=2[N:17]=1)=[O:5], predict the reactants needed to synthesize it. The reactants are: F[C:2]1[CH:26]=[CH:25][CH:24]=[C:23]([N:27]2[N:31]=[CH:30][CH:29]=[N:28]2)[C:3]=1[C:4]([NH:6][C@H:7]1[CH2:11][CH2:10][CH2:9][C@@H:8]1[NH:12][C:13]1[S:14][C:15]2[CH:21]=[C:20]([F:22])[CH:19]=[CH:18][C:16]=2[N:17]=1)=[O:5].[Cl:32]C1C=CC=C(N2N=CC=N2)C=1C(O)=O.Cl.FC1C=CC2N=C(N[C@H]3CCC[C@@H]3N)SC=2C=1. (6) Given the product [Br:16][CH2:13][CH2:12][CH2:11][CH2:10][CH2:9][CH2:8][CH2:7][C:1]1[CH:6]=[CH:5][CH:4]=[CH:3][CH:2]=1, predict the reactants needed to synthesize it. The reactants are: [C:1]1([CH2:7][CH2:8][CH2:9][CH2:10][CH2:11][CH2:12][CH2:13]O)[CH:6]=[CH:5][CH:4]=[CH:3][CH:2]=1.C(Br)(Br)(Br)[Br:16].C1(P(C2C=CC=CC=2)C2C=CC=CC=2)C=CC=CC=1.CCOC(C)=O.